Dataset: Forward reaction prediction with 1.9M reactions from USPTO patents (1976-2016). Task: Predict the product of the given reaction. (1) Given the reactants [CH3:1][C:2]([C:12]1[CH:17]=[CH:16][CH:15]=[CH:14][CH:13]=1)([CH3:11])[CH2:3][C:4]1([C:7]([F:10])([F:9])[F:8])[CH2:6][O:5]1.[NH2:18][C:19]1[CH:28]=[CH:27][CH:26]=[C:25]2[C:20]=1[CH:21]=[CH:22][CH:23]=[N:24]2, predict the reaction product. The product is: [N:24]1[C:25]2[C:20](=[C:19]([NH:18][CH2:6][C:4]([C:7]([F:10])([F:9])[F:8])([OH:5])[CH2:3][C:2]([CH3:11])([C:12]3[CH:17]=[CH:16][CH:15]=[CH:14][CH:13]=3)[CH3:1])[CH:28]=[CH:27][CH:26]=2)[CH:21]=[CH:22][CH:23]=1. (2) Given the reactants [Cl:1][C:2]1[CH:7]=[CH:6][C:5]([N:8]2[C:12]([C:13]3[C:18]([F:19])=[CH:17][CH:16]=[CH:15][C:14]=3[F:20])=[CH:11][N:10]=[CH:9]2)=[CH:4][CH:3]=1.[CH:21]([N-]C(C)C)(C)C.[Li+].IC, predict the reaction product. The product is: [Cl:1][C:2]1[CH:3]=[CH:4][C:5]([N:8]2[C:12]([C:13]3[C:18]([F:19])=[CH:17][CH:16]=[CH:15][C:14]=3[F:20])=[CH:11][N:10]=[C:9]2[CH3:21])=[CH:6][CH:7]=1. (3) Given the reactants [N+:1]([C:4]1[CH:5]=[CH:6][C:7]([O:10][CH:11]2[CH2:16][CH2:15][CH:14]([C:17]([O:19][CH2:20][CH3:21])=[O:18])[CH2:13][CH2:12]2)=[N:8][CH:9]=1)([O-])=O, predict the reaction product. The product is: [NH2:1][C:4]1[CH:5]=[CH:6][C:7]([O:10][CH:11]2[CH2:12][CH2:13][CH:14]([C:17]([O:19][CH2:20][CH3:21])=[O:18])[CH2:15][CH2:16]2)=[N:8][CH:9]=1. (4) Given the reactants [NH:1]1[CH2:6][CH2:5][CH:4]([CH2:7][CH2:8][CH2:9][CH2:10][NH:11][C:12](=[O:21])[CH2:13][CH2:14][C:15]2[CH:16]=[N:17][CH:18]=[CH:19][CH:20]=2)[CH2:3][CH2:2]1.[CH:22]1[C:31]2[C:26](=[CH:27][CH:28]=[CH:29][CH:30]=2)[CH:25]=[CH:24][C:23]=1[S:32](Cl)(=[O:34])=[O:33], predict the reaction product. The product is: [CH:22]1[C:31]2[C:26](=[CH:27][CH:28]=[CH:29][CH:30]=2)[CH:25]=[CH:24][C:23]=1[S:32]([N:1]1[CH2:6][CH2:5][CH:4]([CH2:7][CH2:8][CH2:9][CH2:10][NH:11][C:12](=[O:21])[CH2:13][CH2:14][C:15]2[CH:16]=[N:17][CH:18]=[CH:19][CH:20]=2)[CH2:3][CH2:2]1)(=[O:33])=[O:34]. (5) Given the reactants [S:1]([OH:5])(=[O:4])(=[O:3])[CH3:2].C[N:7]1[CH:11]=[C:10]([C:12]2[CH:17]=[C:16]([O:18][C:19]3[C:24]([F:25])=[CH:23][C:22]([NH:26][C:27]([C:29]4([C:32]([NH:34][C:35]5[CH:40]=[CH:39][C:38]([F:41])=[CH:37][CH:36]=5)=[O:33])[CH2:31][CH2:30]4)=[O:28])=[C:21]([F:42])[CH:20]=3)[CH:15]=[CH:14][N:13]=2)[C:9]([CH3:43])=[N:8]1.[CH3:44]S(O)(=O)=O, predict the reaction product. The product is: [S:1]([OH:5])(=[O:4])(=[O:3])[CH3:2].[CH3:44][N:8]1[C:9]([CH3:43])=[C:10]([C:12]2[CH:17]=[C:16]([O:18][C:19]3[C:24]([F:25])=[CH:23][C:22]([NH:26][C:27]([C:29]4([C:32]([NH:34][C:35]5[CH:40]=[CH:39][C:38]([F:41])=[CH:37][CH:36]=5)=[O:33])[CH2:30][CH2:31]4)=[O:28])=[C:21]([F:42])[CH:20]=3)[CH:15]=[CH:14][N:13]=2)[CH:11]=[N:7]1. (6) Given the reactants [OH:1][C:2]1[CH:3]=[C:4]([CH:7]=[CH:8][CH:9]=1)[CH:5]=O.[C:10]1([CH3:24])[CH:15]=[CH:14][C:13]([CH:16]2[CH2:21][C:20](=O)[CH2:19][C:18](=[O:23])[CH2:17]2)=[CH:12][CH:11]=1.C([O-])(=O)C.[NH4+].[C:30]([O:36][CH:37]1[CH2:41][CH2:40][CH2:39][CH2:38]1)(=[O:35])[CH2:31][C:32]([CH3:34])=O.F[B-](F)(F)F.C([N+:51]1C=CN(C)C=1)CCC, predict the reaction product. The product is: [CH:37]1([O:36][C:30]([C:31]2[CH:5]([C:4]3[CH:7]=[CH:8][CH:9]=[C:2]([OH:1])[CH:3]=3)[C:19]3[C:18](=[O:23])[CH2:17][CH:16]([C:13]4[CH:12]=[CH:11][C:10]([CH3:24])=[CH:15][CH:14]=4)[CH2:21][C:20]=3[NH:51][C:32]=2[CH3:34])=[O:35])[CH2:41][CH2:40][CH2:39][CH2:38]1.